From a dataset of Forward reaction prediction with 1.9M reactions from USPTO patents (1976-2016). Predict the product of the given reaction. (1) Given the reactants [NH:1]1[CH:5]=[C:4]([C:6]2[C:7]3[CH:14]=[CH:13][N:12]([CH2:15][O:16][CH2:17][CH2:18][Si:19]([CH3:22])([CH3:21])[CH3:20])[C:8]=3[N:9]=[CH:10][N:11]=2)[CH:3]=[N:2]1.C(#N)C.[N:26]12CCCN=C1C[CH2:30][CH2:29][CH2:28][CH2:27]2, predict the reaction product. The product is: [CH3:20][Si:19]([CH3:22])([CH3:21])[CH2:18][CH2:17][O:16][CH2:15][N:12]1[C:8]2[N:9]=[CH:10][N:11]=[C:6]([C:4]3[CH:5]=[N:1][N:2]([CH:29]([CH3:30])[CH2:28][C:27]#[N:26])[CH:3]=3)[C:7]=2[CH:14]=[CH:13]1. (2) Given the reactants [N:1]1[C:5]2[CH:6]=[CH:7][CH:8]=[CH:9][C:4]=2[NH:3][CH:2]=1.[H-].[Na+].[CH:12]([C:15]1[CH:20]=[C:19]([CH:21]([CH3:23])[CH3:22])[CH:18]=[C:17]([CH:24]([CH3:26])[CH3:25])[C:16]=1[S:27](Cl)(=[O:29])=[O:28])([CH3:14])[CH3:13], predict the reaction product. The product is: [CH:12]([C:15]1[CH:20]=[C:19]([CH:21]([CH3:22])[CH3:23])[CH:18]=[C:17]([CH:24]([CH3:26])[CH3:25])[C:16]=1[S:27]([N:1]1[C:5]2[CH:6]=[CH:7][CH:8]=[CH:9][C:4]=2[N:3]=[CH:2]1)(=[O:29])=[O:28])([CH3:13])[CH3:14].